From a dataset of Full USPTO retrosynthesis dataset with 1.9M reactions from patents (1976-2016). Predict the reactants needed to synthesize the given product. (1) Given the product [Cl:1][C:2]1[CH:27]=[C:26]([Cl:28])[CH:25]=[CH:24][C:3]=1[O:4][C:5]1[CH:10]=[CH:9][CH:8]=[CH:7][C:6]=1[NH:11][S:12]([C:15]1[CH:16]=[CH:17][C:18]([C:19]([N:40]2[CH2:39][CH2:38][N:37]([CH2:36][CH2:35][CH2:34][N:29]3[CH2:30][CH2:31][CH2:32][CH2:33]3)[CH2:42][CH2:41]2)=[O:21])=[CH:22][CH:23]=1)(=[O:14])=[O:13], predict the reactants needed to synthesize it. The reactants are: [Cl:1][C:2]1[CH:27]=[C:26]([Cl:28])[CH:25]=[CH:24][C:3]=1[O:4][C:5]1[CH:10]=[CH:9][CH:8]=[CH:7][C:6]=1[NH:11][S:12]([C:15]1[CH:23]=[CH:22][C:18]([C:19]([OH:21])=O)=[CH:17][CH:16]=1)(=[O:14])=[O:13].[N:29]1([CH2:34][CH2:35][CH2:36][N:37]2[CH2:42][CH2:41][NH:40][CH2:39][CH2:38]2)[CH2:33][CH2:32][CH2:31][CH2:30]1. (2) Given the product [F:5][C:6]1[CH:11]=[CH:10][C:9]([C:12]2[CH:13]=[CH:14][C:15]3[N:16]([C:18]([S:21][C:22]4[CH:28]=[C:26]([NH2:27])[C:25]([NH2:29])=[CH:24][CH:23]=4)=[N:19][N:20]=3)[N:17]=2)=[CH:8][CH:7]=1, predict the reactants needed to synthesize it. The reactants are: C(O)(=O)C.[F:5][C:6]1[CH:11]=[CH:10][C:9]([C:12]2[CH:13]=[CH:14][C:15]3[N:16]([C:18]([S:21][C:22]4[CH:23]=[CH:24][C:25]([N+:29]([O-])=O)=[C:26]([CH:28]=4)[NH2:27])=[N:19][N:20]=3)[N:17]=2)=[CH:8][CH:7]=1.[OH-].[Na+].O. (3) Given the product [C:1]([O:5][CH2:6][CH2:7][CH2:8][CH2:9][CH2:10][CH2:11][O:12][C:13]1[CH:14]=[CH:15][C:16]([C:17]([O:19][CH2:20][C@H:21]([O:22][C:23](=[O:53])[CH:24]=[CH:25][C:26]2[CH:31]=[CH:30][C:29]([O:32][C:33](=[O:52])[C:34]3[CH:39]=[CH:38][C:37]([O:40][CH2:41][CH2:42][CH2:43][CH2:44][CH2:45][CH2:46][O:47][C:48](=[O:51])[CH:49]=[CH2:50])=[CH:36][CH:35]=3)=[CH:28][CH:27]=2)[C:74]2[CH:93]=[CH:92][CH:77]=[CH:76][CH:75]=2)=[O:18])=[CH:60][CH:61]=1)(=[O:4])[CH:2]=[CH2:3], predict the reactants needed to synthesize it. The reactants are: [C:1]([O:5][CH2:6][CH2:7][CH2:8][CH2:9][CH2:10][CH2:11][O:12][C:13]1[CH:61]=[CH:60][C:16]([C:17]([O:19][C@H:20](C2C=CC=CC=2)[CH2:21][O:22][C:23](=[O:53])[CH:24]=[CH:25][C:26]2[CH:31]=[CH:30][C:29]([O:32][C:33](=[O:52])[C:34]3[CH:39]=[CH:38][C:37]([O:40][CH2:41][CH2:42][CH2:43][CH2:44][CH2:45][CH2:46][O:47][C:48](=[O:51])[CH:49]=[CH2:50])=[CH:36][CH:35]=3)=[CH:28][CH:27]=2)=[O:18])=[CH:15][CH:14]=1)(=[O:4])[CH:2]=[CH2:3].C(OCCCCCCO[C:74]1[CH:93]=[CH:92][C:77](C(O[C:74]2[CH:93]=[CH:92][C:77](C=CC(O)=O)=[CH:76][CH:75]=2)=O)=[CH:76][CH:75]=1)(=O)C=C. (4) Given the product [F:14][C:11]1[CH:12]=[CH:13][C:8]([C:7]2[NH:6][C:5](=[O:15])[C:4]([OH:17])=[CH:3][C:2]=2[NH:25][C:24]2[CH:26]=[CH:27][C:21]([C:19]#[N:20])=[CH:22][CH:23]=2)=[CH:9][CH:10]=1, predict the reactants needed to synthesize it. The reactants are: Br[C:2]1[CH:3]=[C:4]([O:17]C)[C:5]([O:15]C)=[N:6][C:7]=1[C:8]1[CH:13]=[CH:12][C:11]([F:14])=[CH:10][CH:9]=1.[C:19]([C:21]1[CH:27]=[CH:26][C:24]([NH2:25])=[CH:23][CH:22]=1)#[N:20].[Cl-].C(C1C=CC=C(C(C)C)C=1[N+]1C=CN(C2C(C(C)C)=CC=CC=2C(C)C)C=1)(C)C.CC([O-])(C)C.[K+]. (5) The reactants are: C(NC(C)C)(C)C.[Li]CCCC.[Cl:13][C:14]1[C:15]([F:21])=[N:16][CH:17]=[C:18]([F:20])[CH:19]=1.[C:22]([Si:26](Cl)([CH3:28])[CH3:27])([CH3:25])([CH3:24])[CH3:23].[Cl-].[NH4+]. Given the product [Si:26]([C:19]1[C:18]([F:20])=[CH:17][N:16]=[C:15]([F:21])[C:14]=1[Cl:13])([C:22]([CH3:25])([CH3:24])[CH3:23])([CH3:28])[CH3:27], predict the reactants needed to synthesize it. (6) Given the product [C:1]([O:4][CH2:5][CH2:6][C:7]([O:10][C:11](=[O:15])[C:12]([O:10][C:7]([CH3:8])([CH2:22][CH2:21][O:20][C:17](=[O:19])[CH3:18])[CH3:6])=[O:13])([CH3:9])[CH3:8])(=[O:3])[CH3:2], predict the reactants needed to synthesize it. The reactants are: [C:1]([O:4][CH2:5][CH2:6][C:7]([OH:10])([CH3:9])[CH3:8])(=[O:3])[CH3:2].[C:11](Cl)(=[O:15])[C:12](Cl)=[O:13].[C:17]([O:20][CH2:21][CH3:22])(=[O:19])[CH3:18]. (7) Given the product [S:1]1[C:5]2[CH2:6][N:7]([C:11]([N:35]3[CH2:36][CH2:37][C@:30]4([CH3:29])[C:38]([CH3:39])([CH3:40])[C@H:34]3[CH2:33][C:32]3[C:41]([OH:45])=[CH:42][CH:43]=[CH:44][C:31]=34)=[O:13])[CH2:8][CH2:9][C:4]=2[CH:3]=[CH:2]1, predict the reactants needed to synthesize it. The reactants are: [S:1]1[C:5]2[CH2:6][NH:7][CH2:8][CH2:9][C:4]=2[CH:3]=[CH:2]1.Cl[C:11](Cl)([O:13]C(=O)OC(Cl)(Cl)Cl)Cl.C(N(CC)CC)C.[CH3:29][C@:30]12[C:38]([CH3:40])([CH3:39])[C@H:34]([NH:35][CH2:36][CH2:37]1)[CH2:33][C:32]1[C:41]([OH:45])=[CH:42][CH:43]=[CH:44][C:31]2=1.